This data is from Forward reaction prediction with 1.9M reactions from USPTO patents (1976-2016). The task is: Predict the product of the given reaction. (1) Given the reactants C(O[C:4](=[O:15])[NH:5][S:6]([C:9]1[S:10][C:11]([Cl:14])=[CH:12][CH:13]=1)(=[O:8])=[O:7])C.[NH2:16][C:17]1[C:26](=[O:27])[C:25]2[C:20](=[CH:21][C:22]([NH:29][CH:30]3[CH2:35][CH2:34][CH2:33][CH2:32][CH2:31]3)=[C:23]([F:28])[CH:24]=2)[N:19]([CH:36]([CH3:38])[CH3:37])[CH:18]=1, predict the reaction product. The product is: [Cl:14][C:11]1[S:10][C:9]([S:6]([NH:5][C:4]([NH:16][C:17]2[C:26](=[O:27])[C:25]3[C:20](=[CH:21][C:22]([NH:29][CH:30]4[CH2:35][CH2:34][CH2:33][CH2:32][CH2:31]4)=[C:23]([F:28])[CH:24]=3)[N:19]([CH:36]([CH3:38])[CH3:37])[CH:18]=2)=[O:15])(=[O:7])=[O:8])=[CH:13][CH:12]=1. (2) Given the reactants [Br:1][C:2]1[CH:7]=[CH:6][C:5]([CH:8]2[CH2:13][NH:12][CH2:11][CH2:10][NH:9]2)=[CH:4][CH:3]=1.[CH2:14](N(CC)CC)C.CI.[Cl-].[NH4+], predict the reaction product. The product is: [Br:1][C:2]1[CH:3]=[CH:4][C:5]([CH:8]2[NH:9][CH2:10][CH2:11][N:12]([CH3:14])[CH2:13]2)=[CH:6][CH:7]=1.